From a dataset of Peptide-MHC class II binding affinity with 134,281 pairs from IEDB. Regression. Given a peptide amino acid sequence and an MHC pseudo amino acid sequence, predict their binding affinity value. This is MHC class II binding data. (1) The MHC is DRB1_1201 with pseudo-sequence DRB1_1201. The binding affinity (normalized) is 0.598. The peptide sequence is GELQIVEKIDAAFKI. (2) The peptide sequence is VVLGLATSPTAEGGK. The MHC is DRB3_0202 with pseudo-sequence DRB3_0202. The binding affinity (normalized) is 0.267. (3) The peptide sequence is EKKYFAATCFEPLAA. The MHC is HLA-DPA10201-DPB11401 with pseudo-sequence HLA-DPA10201-DPB11401. The binding affinity (normalized) is 0.803.